Task: Binary Classification. Given a drug SMILES string, predict its activity (active/inactive) in a high-throughput screening assay against a specified biological target.. Dataset: M1 muscarinic receptor antagonist screen with 61,756 compounds (1) The drug is O=C(NC1CC(N(C(C1)(C)C)C)(C)C)CCC(=O)NC1CC(N(C(C1)(C)C)C)(C)C. The result is 0 (inactive). (2) The compound is Clc1c(c2n3nc(sc3nn2)c2ncccc2)cccc1. The result is 0 (inactive).